Task: Predict the product of the given reaction.. Dataset: Forward reaction prediction with 1.9M reactions from USPTO patents (1976-2016) (1) Given the reactants ClC1C=CC(C2(O)CCN(CCC=C3C4C(=NC=CC=4)OC4C=CC=C(OCC(OCC)=O)C=4C3)CC2)=CC=1.C([O:48][CH2:49][C:50]1([CH2:53][O:54][C:55]2[C:60]3[CH2:61][C:62](=[CH:70][CH2:71][CH2:72][N:73]4[CH2:78][CH2:77][C:76]([C:80]5[CH:85]=[CH:84][C:83]([Cl:86])=[CH:82][CH:81]=5)([OH:79])[CH2:75][CH2:74]4)[C:63]4[C:64]([O:69][C:59]=3[CH:58]=[CH:57][CH:56]=2)=[N:65][CH:66]=[CH:67][CH:68]=4)[CH2:52][CH2:51]1)(=O)C1C=CC=CC=1, predict the reaction product. The product is: [Cl:86][C:83]1[CH:84]=[CH:85][C:80]([C:76]2([OH:79])[CH2:75][CH2:74][N:73]([CH2:72][CH2:71][CH:70]=[C:62]3[C:63]4[C:64](=[N:65][CH:66]=[CH:67][CH:68]=4)[O:69][C:59]4[CH:58]=[CH:57][CH:56]=[C:55]([O:54][CH2:53][C:50]5([CH2:49][OH:48])[CH2:51][CH2:52]5)[C:60]=4[CH2:61]3)[CH2:78][CH2:77]2)=[CH:81][CH:82]=1. (2) Given the reactants [Cl:1][C:2]1[CH:3]=[C:4]2[C:8](=[C:9]([CH:11]([O:16][CH2:17][C:18]3([C:31]4[CH:36]=[CH:35][C:34]([F:37])=[CH:33][CH:32]=4)[CH2:23][CH2:22][N:21]([C:24]([O:26][C:27]([CH3:30])([CH3:29])[CH3:28])=[O:25])[CH2:20][CH2:19]3)[C:12]([O:14]C)=[O:13])[CH:10]=1)[NH:7][N:6]=[CH:5]2.C(OC(N1CCC(COC(C2C3C(=CN(COCC[Si](C)(C)C)N=3)C=C(Cl)C=2)C(O)=O)(C2C=CC(F)=CC=2)CC1)=O)(C)(C)C, predict the reaction product. The product is: [C:27]([O:26][C:24]([N:21]1[CH2:20][CH2:19][C:18]([CH2:17][O:16][CH:11]([C:9]2[CH:10]=[C:2]([Cl:1])[CH:3]=[C:4]3[C:8]=2[NH:7][N:6]=[CH:5]3)[C:12]([OH:14])=[O:13])([C:31]2[CH:36]=[CH:35][C:34]([F:37])=[CH:33][CH:32]=2)[CH2:23][CH2:22]1)=[O:25])([CH3:30])([CH3:28])[CH3:29].